The task is: Predict the reactants needed to synthesize the given product.. This data is from Full USPTO retrosynthesis dataset with 1.9M reactions from patents (1976-2016). (1) Given the product [CH2:21]([O:20][C:11]1[N:10]=[C:9]2[C:14]([N:15]=[C:16]([O:17][CH3:18])[N:8]2[CH2:7][CH2:6][CH2:5][N:1]2[CH2:2][CH2:26][CH2:3][CH2:4]2)=[C:13]([NH2:19])[N:12]=1)[CH2:22][CH2:23][CH3:24], predict the reactants needed to synthesize it. The reactants are: [N:1]1([CH2:5][CH2:6][CH2:7][N:8]2[C:16]([O:17][CH3:18])=[N:15][C:14]3[C:9]2=[N:10][C:11]([O:20][CH2:21][CH2:22][CH2:23][CH3:24])=[N:12][C:13]=3[NH2:19])[CH2:4][CH2:3][CH2:2]1.F[C:26](F)(F)C(O)=O.C(OC1NC(N)=C2C(N=1)=NC(OC)=N2)CCC.BrCCCBr.N1CCCC1. (2) The reactants are: [C:1]([C:5]1[CH:53]=[CH:52][C:8]([CH2:9][N:10]2[C:14](=[O:15])[N:13]([CH2:16][CH3:17])[C:12]([CH2:18][CH2:19][CH2:20][C:21]3[CH:26]=[CH:25][C:24]([C:27]4[CH:32]=[CH:31][C:30]([O:33][CH3:34])=[C:29]([C@@H:35]([CH3:51])[C:36](N5[C@H](C)[C@H](C6C=CC=CC=6)OC5=O)=[O:37])[CH:28]=4)=[CH:23][CH:22]=3)=[N:11]2)=[CH:7][CH:6]=1)([CH3:4])([CH3:3])[CH3:2].[OH2:54].OO.O.[OH-].[Li+]. Given the product [C:1]([C:5]1[CH:6]=[CH:7][C:8]([CH2:9][N:10]2[C:14](=[O:15])[N:13]([CH2:16][CH3:17])[C:12]([CH2:18][CH2:19][CH2:20][C:21]3[CH:22]=[CH:23][C:24]([C:27]4[CH:32]=[CH:31][C:30]([O:33][CH3:34])=[C:29]([C@@H:35]([CH3:51])[C:36]([OH:54])=[O:37])[CH:28]=4)=[CH:25][CH:26]=3)=[N:11]2)=[CH:52][CH:53]=1)([CH3:3])([CH3:4])[CH3:2], predict the reactants needed to synthesize it. (3) The reactants are: Cl[C:2]1[CH:3]=[CH:4][C:5]([N+:11]([O-:13])=[O:12])=[C:6]([CH:10]=1)[C:7]([OH:9])=[O:8].[NH:14]1[CH2:20][CH2:19][CH2:18][NH:17][CH2:16][CH2:15]1. Given the product [N:14]1([C:2]2[CH:3]=[CH:4][C:5]([N+:11]([O-:13])=[O:12])=[C:6]([CH:10]=2)[C:7]([OH:9])=[O:8])[CH2:20][CH2:19][CH2:18][NH:17][CH2:16][CH2:15]1, predict the reactants needed to synthesize it. (4) Given the product [CH2:25]([C:27]1[CH:33]=[CH:32][C:30]([N:31]2[CH2:13][CH2:12][C:6]3([CH2:7][CH2:8][N:9]([S:21]([C:17]4[S:16][CH:20]=[CH:19][CH:18]=4)(=[O:23])=[O:22])[CH2:10][CH2:11]3)[C:4]2=[O:5])=[CH:29][CH:28]=1)[CH3:26], predict the reactants needed to synthesize it. The reactants are: C(O[C:4]([C:6]1([CH2:12][CH2:13]OC)[CH2:11][CH2:10][NH:9][CH2:8][CH2:7]1)=[O:5])C.[S:16]1[CH:20]=[CH:19][CH:18]=[C:17]1[S:21](Cl)(=[O:23])=[O:22].[CH2:25]([C:27]1[CH:33]=[CH:32][C:30]([NH2:31])=[CH:29][CH:28]=1)[CH3:26]. (5) Given the product [CH3:1][C@@H:2]1[CH2:7][CH2:6][CH2:5][N:4]([C:26](=[O:27])[C:25]2[CH:29]=[C:21]([CH3:20])[CH:22]=[CH:23][C:24]=2[C:30]2[N:31]=[N:32][CH:33]=[CH:34][CH:35]=2)[C@@H:3]1[CH2:8][N:9]1[C:17](=[O:18])[C:16]2[C:11](=[CH:12][CH:13]=[CH:14][CH:15]=2)[C:10]1=[O:19], predict the reactants needed to synthesize it. The reactants are: [CH3:1][C@@H:2]1[CH2:7][CH2:6][CH2:5][NH:4][C@@H:3]1[CH2:8][N:9]1[C:17](=[O:18])[C:16]2[C:11](=[CH:12][CH:13]=[CH:14][CH:15]=2)[C:10]1=[O:19].[CH3:20][C:21]1[CH:22]=[CH:23][C:24]([C:30]2[N:31]=[N:32][CH:33]=[CH:34][CH:35]=2)=[C:25]([CH:29]=1)[C:26](O)=[O:27].CCN(C(C)C)C(C)C.CCCP(=O)=O.